This data is from Peptide-MHC class I binding affinity with 185,985 pairs from IEDB/IMGT. The task is: Regression. Given a peptide amino acid sequence and an MHC pseudo amino acid sequence, predict their binding affinity value. This is MHC class I binding data. The peptide sequence is FVRWLHRAL. The MHC is HLA-B15:01 with pseudo-sequence HLA-B15:01. The binding affinity (normalized) is 0.744.